From a dataset of Forward reaction prediction with 1.9M reactions from USPTO patents (1976-2016). Predict the product of the given reaction. Given the reactants [C:1]1([CH2:7][CH2:8][C:9]([C:11]2[C:19]3[C:18]([C:20]([O:22]C)=O)=[CH:17][CH:16]=[CH:15][C:14]=3[NH:13][CH:12]=2)=O)[CH:6]=[CH:5][CH:4]=[CH:3][CH:2]=1.O.[NH2:25][NH2:26], predict the reaction product. The product is: [CH2:8]([C:9]1[C:11]2=[CH:12][NH:13][C:14]3[CH:15]=[CH:16][CH:17]=[C:18]([C:19]=32)[C:20](=[O:22])[NH:26][N:25]=1)[CH2:7][C:1]1[CH:6]=[CH:5][CH:4]=[CH:3][CH:2]=1.